This data is from Full USPTO retrosynthesis dataset with 1.9M reactions from patents (1976-2016). The task is: Predict the reactants needed to synthesize the given product. (1) Given the product [F:18][C:4]([F:3])([CH3:17])[CH2:5][CH2:6][CH2:7][CH2:8][N:9]1[CH:13]=[CH:12][C:11]([NH2:14])=[N:10]1, predict the reactants needed to synthesize it. The reactants are: N#N.[F:3][C:4]([F:18])([CH3:17])[CH2:5][CH2:6][CH2:7][CH2:8][N:9]1[CH:13]=[CH:12][C:11]([N+:14]([O-])=O)=[N:10]1.[NH4+].[Cl-]. (2) Given the product [F:22][C:2]([F:1])([F:21])[O:3][C:4]1[CH:9]=[CH:8][C:7]([N:10]2[CH2:17][CH:16]3[NH:19][CH:12]([CH2:13][CH2:14][CH2:15]3)[CH2:11]2)=[CH:6][CH:5]=1, predict the reactants needed to synthesize it. The reactants are: [F:1][C:2]([F:22])([F:21])[O:3][C:4]1[CH:9]=[CH:8][C:7]([N:10]2[C:17](=O)[CH:16]3[NH:19][CH:12]([CH2:13][CH2:14][CH2:15]3)[C:11]2=O)=[CH:6][CH:5]=1.S(C)C.FC(F)(F)C1C=CC(C2CCNCC=2)=CC=1.[OH-].[Na+]. (3) Given the product [NH2:6][C:5]1[CH:7]=[CH:8][C:2]([O:12][C:13]2[CH:14]=[C:15]([CH:29]=[CH:30][CH:31]=2)[C:16]([NH:18][C:19]2[CH:24]=[CH:23][CH:22]=[C:21]([C:25]([F:26])([F:27])[F:28])[CH:20]=2)=[O:17])=[C:3]([N+:9]([O-:11])=[O:10])[CH:4]=1, predict the reactants needed to synthesize it. The reactants are: F[C:2]1[CH:8]=[CH:7][C:5]([NH2:6])=[CH:4][C:3]=1[N+:9]([O-:11])=[O:10].[OH:12][C:13]1[CH:14]=[C:15]([CH:29]=[CH:30][CH:31]=1)[C:16]([NH:18][C:19]1[CH:24]=[CH:23][CH:22]=[C:21]([C:25]([F:28])([F:27])[F:26])[CH:20]=1)=[O:17].C(=O)([O-])[O-].[K+].[K+]. (4) The reactants are: [F:1][C:2]([F:20])([F:19])[C:3](=O)[CH2:4][C:5]([C:7]1[CH:17]=[CH:16][C:10]2[O:11][CH2:12][C:13](=[O:15])[NH:14][C:9]=2[CH:8]=1)=O.[CH3:21][O:22][C:23]1[CH:24]=[C:25]([NH:29][NH2:30])[CH:26]=[CH:27][CH:28]=1. Given the product [CH3:21][O:22][C:23]1[CH:24]=[C:25]([N:29]2[C:5]([C:7]3[CH:17]=[CH:16][C:10]4[O:11][CH2:12][C:13](=[O:15])[NH:14][C:9]=4[CH:8]=3)=[CH:4][C:3]([C:2]([F:20])([F:19])[F:1])=[N:30]2)[CH:26]=[CH:27][CH:28]=1, predict the reactants needed to synthesize it. (5) Given the product [Cl:28][C:5]1[CH:4]=[CH:3][C:2]([O:1][S:12]([C:15]([F:18])([F:17])[F:16])(=[O:14])=[O:13])=[C:11]2[C:6]=1[CH:7]=[CH:8][CH:9]=[N:10]2, predict the reactants needed to synthesize it. The reactants are: [OH:1][C:2]1[CH:3]=[CH:4][CH:5]=[C:6]2[C:11]=1[N:10]=[CH:9][CH:8]=[CH:7]2.[S:12](O[S:12]([C:15]([F:18])([F:17])[F:16])(=[O:14])=[O:13])([C:15]([F:18])([F:17])[F:16])(=[O:14])=[O:13].C(Cl)[Cl:28]. (6) Given the product [NH2:19][C:18]1[C:17]([CH3:16])=[C:23]([C:2]2[CH:10]=[CH:9][C:8]([C:11]([NH2:13])=[O:12])=[C:7]3[C:3]=2[C:4]([CH3:15])=[C:5]([CH3:14])[NH:6]3)[CH:22]=[CH:21][CH:20]=1, predict the reactants needed to synthesize it. The reactants are: Br[C:2]1[CH:10]=[CH:9][C:8]([C:11]([NH2:13])=[O:12])=[C:7]2[C:3]=1[C:4]([CH3:15])=[C:5]([CH3:14])[NH:6]2.[CH3:16][C:17]1[C:23](B2OC(C)(C)C(C)(C)O2)=[CH:22][CH:21]=[CH:20][C:18]=1[NH2:19].C([O-])([O-])=O.[Na+].[Na+]. (7) Given the product [F:10][C@H:11]1[CH2:28][C@@:26]2([CH3:27])[C@@H:22]([CH2:23][CH2:24][C:25]2=[O:29])[C@H:21]2[C@H:12]1[C:13]1[CH:14]=[CH:15][C:16]([OH:56])=[CH:17][C:18]=1[CH2:19][C@H:20]2[CH2:30][CH2:31][CH2:32][CH2:33][CH2:34][N:35]([CH3:55])[CH2:36][CH2:37][CH2:38][CH2:39][CH2:40][CH2:41][C:42]([F:53])([F:54])[C:43]([F:51])([F:52])[C:44]([F:49])([F:50])[C:45]([F:46])([F:47])[F:48], predict the reactants needed to synthesize it. The reactants are: C(N(C(C)C)C(C)C)C.[F:10][C@H:11]1[CH2:28][C@@:26]2([CH3:27])[C@@H:22]([CH2:23][CH2:24][C@@H:25]2[OH:29])[C@H:21]2[C@H:12]1[C:13]1[CH:14]=[CH:15][C:16]([OH:56])=[CH:17][C:18]=1[CH2:19][C@H:20]2[CH2:30][CH2:31][CH2:32][CH2:33][CH2:34][N:35]([CH3:55])[CH2:36][CH2:37][CH2:38][CH2:39][CH2:40][CH2:41][C:42]([F:54])([F:53])[C:43]([F:52])([F:51])[C:44]([F:50])([F:49])[C:45]([F:48])([F:47])[F:46]. (8) Given the product [Cl:24][C:25]1[CH:30]=[CH:29][C:28]([C:7]2[N:6]=[CH:5][N:4]3[C:9](=[O:23])[N:10]([CH2:12][C:13]4[CH:14]=[N:15][C:16]([C:19]([F:22])([F:21])[F:20])=[CH:17][CH:18]=4)[N:11]=[C:3]3[C:2]=2[C:28]2[CH:29]=[CH:30][C:25]([Cl:24])=[CH:26][CH:27]=2)=[CH:27][CH:26]=1, predict the reactants needed to synthesize it. The reactants are: Br[C:2]1[C:3]2[N:4]([C:9](=[O:23])[N:10]([CH2:12][C:13]3[CH:14]=[N:15][C:16]([C:19]([F:22])([F:21])[F:20])=[CH:17][CH:18]=3)[N:11]=2)[CH:5]=[N:6][C:7]=1Cl.[Cl:24][C:25]1[CH:30]=[CH:29][C:28](B(O)O)=[CH:27][CH:26]=1.C([O-])([O-])=O.[Na+].[Na+].